This data is from Peptide-MHC class I binding affinity with 185,985 pairs from IEDB/IMGT. The task is: Regression. Given a peptide amino acid sequence and an MHC pseudo amino acid sequence, predict their binding affinity value. This is MHC class I binding data. The peptide sequence is IIFLKLFKK. The MHC is Patr-A0101 with pseudo-sequence Patr-A0101. The binding affinity (normalized) is 0.288.